This data is from NCI-60 drug combinations with 297,098 pairs across 59 cell lines. The task is: Regression. Given two drug SMILES strings and cell line genomic features, predict the synergy score measuring deviation from expected non-interaction effect. Drug 1: CC(C1=C(C=CC(=C1Cl)F)Cl)OC2=C(N=CC(=C2)C3=CN(N=C3)C4CCNCC4)N. Drug 2: C1=C(C(=O)NC(=O)N1)F. Cell line: UACC-257. Synergy scores: CSS=22.1, Synergy_ZIP=-2.24, Synergy_Bliss=1.79, Synergy_Loewe=1.73, Synergy_HSA=1.84.